From a dataset of Catalyst prediction with 721,799 reactions and 888 catalyst types from USPTO. Predict which catalyst facilitates the given reaction. (1) Reactant: N(C(N1CCCCC1)=O)=NC(N1CCCCC1)=O.[Cl:19][C:20]1[CH:39]=[CH:38][C:23]([NH:24][C:25]2[C:34]3[C:29](=[CH:30][C:31]([OH:37])=[C:32]([O:35][CH3:36])[CH:33]=3)[N:28]=[CH:27][N:26]=2)=[C:22]([F:40])[CH:21]=1.[CH:41]1([O:46][CH2:47][CH2:48]O)[CH2:45][CH2:44][CH2:43][CH2:42]1.C(P(CCCC)CCCC)CCC. Product: [ClH:19].[Cl:19][C:20]1[CH:39]=[CH:38][C:23]([NH:24][C:25]2[C:34]3[C:29](=[CH:30][C:31]([O:37][CH2:48][CH2:47][O:46][CH:41]4[CH2:45][CH2:44][CH2:43][CH2:42]4)=[C:32]([O:35][CH3:36])[CH:33]=3)[N:28]=[CH:27][N:26]=2)=[C:22]([F:40])[CH:21]=1. The catalyst class is: 158. (2) Reactant: [C:1]([C:9]1[CH:10]=[C:11]([CH2:21][C:22]([OH:24])=O)[C:12]2[C:17]([CH:18]=1)=[CH:16][CH:15]=[C:14]([O:19][CH3:20])[CH:13]=2)(=[O:8])[C:2]1[CH:7]=[CH:6][CH:5]=[CH:4][CH:3]=1.[CH2:25]([NH:28][CH2:29][CH2:30][CH3:31])[CH2:26][CH3:27].C1C=CC2N(O)N=NC=2C=1.CCN(C(C)C)C(C)C. Product: [C:1]([C:9]1[CH:10]=[C:11]([CH2:21][C:22]([N:28]([CH2:29][CH2:30][CH3:31])[CH2:25][CH2:26][CH3:27])=[O:24])[C:12]2[C:17]([CH:18]=1)=[CH:16][CH:15]=[C:14]([O:19][CH3:20])[CH:13]=2)(=[O:8])[C:2]1[CH:7]=[CH:6][CH:5]=[CH:4][CH:3]=1. The catalyst class is: 607. (3) Reactant: C(OP([CH2:9][C:10]([O:12][C:13]([CH3:16])([CH3:15])[CH3:14])=[O:11])(OCC)=O)C.[H-].[Na+].[CH3:19][O:20][CH:21]([O:30][CH3:31])[C:22]1[CH:23]=[CH:24][C:25]([CH:28]=O)=[N:26][CH:27]=1. Product: [CH3:19][O:20][CH:21]([O:30][CH3:31])[C:22]1[CH:23]=[CH:24][C:25](/[CH:28]=[CH:9]/[C:10]([O:12][C:13]([CH3:14])([CH3:15])[CH3:16])=[O:11])=[N:26][CH:27]=1. The catalyst class is: 1. (4) Reactant: [Br:1][C:2]1[CH:3]=[C:4]([CH:23]=[CH:24][C:25]=1[CH3:26])[NH:5][C:6]1[C:15]2[C:10](=[CH:11][CH:12]=[CH:13][CH:14]=2)[C:9]([CH2:16][C:17]2[CH:22]=[CH:21][N:20]=[CH:19][CH:18]=2)=[N:8][N:7]=1.CS(C)=[O:29]. Product: [Br:1][C:2]1[CH:3]=[C:4]([CH:23]=[CH:24][C:25]=1[CH3:26])[NH:5][C:6]1[C:15]2[C:10](=[CH:11][CH:12]=[CH:13][CH:14]=2)[C:9]([C:16]([C:17]2[CH:22]=[CH:21][N:20]=[CH:19][CH:18]=2)=[O:29])=[N:8][N:7]=1. The catalyst class is: 161. (5) Reactant: [CH2:1]([N:3]1CN(C)C[N:5]([C:10]2[S:11][C:12]3[C:18]([C:19]4[CH:24]=[C:23]([CH2:25][N:26]5[CH2:29][C:28]([OH:31])([CH3:30])[CH2:27]5)[CH:22]=[CH:21][N:20]=4)=[CH:17][C:16]([C:32]4[CH:33]=[N:34][C:35]([C:38]([OH:41])([CH3:40])[CH3:39])=[N:36][CH:37]=4)=[CH:15][C:13]=3[N:14]=2)[C:4]1=[O:42])[CH3:2].Cl. Product: [CH2:1]([NH:3][C:4]([NH:5][C:10]1[S:11][C:12]2[C:18]([C:19]3[CH:24]=[C:23]([CH2:25][N:26]4[CH2:27][C:28]([OH:31])([CH3:30])[CH2:29]4)[CH:22]=[CH:21][N:20]=3)=[CH:17][C:16]([C:32]3[CH:33]=[N:34][C:35]([C:38]([OH:41])([CH3:40])[CH3:39])=[N:36][CH:37]=3)=[CH:15][C:13]=2[N:14]=1)=[O:42])[CH3:2]. The catalyst class is: 100. (6) Reactant: [OH:1][C:2]1[CH:9]=[CH:8][CH:7]=[CH:6][C:3]=1[C:4]#[N:5].FC(F)(F)S(O)(=O)=O.[I:18]N1C(=O)CCC1=O.O. Product: [OH:1][C:2]1[CH:9]=[CH:8][C:7]([I:18])=[CH:6][C:3]=1[C:4]#[N:5]. The catalyst class is: 10. (7) Reactant: [Cl:1][C:2]1[CH:3]=[C:4]([C:12]2[O:16][N:15]=[C:14]([C:17]3[CH:22]=[CH:21][C:20]([O:23][CH2:24][CH2:25][CH2:26][C:27]([O:29]CC)=[O:28])=[CH:19][C:18]=3[CH2:32][CH3:33])[N:13]=2)[CH:5]=[CH:6][C:7]=1[O:8][CH:9]([CH3:11])[CH3:10].[OH-].[Na+]. Product: [Cl:1][C:2]1[CH:3]=[C:4]([C:12]2[O:16][N:15]=[C:14]([C:17]3[CH:22]=[CH:21][C:20]([O:23][CH2:24][CH2:25][CH2:26][C:27]([OH:29])=[O:28])=[CH:19][C:18]=3[CH2:32][CH3:33])[N:13]=2)[CH:5]=[CH:6][C:7]=1[O:8][CH:9]([CH3:10])[CH3:11]. The catalyst class is: 252. (8) Product: [CH2:17]([C:14]1[CH:13]=[CH:12][C:11]([C:5]2[CH:6]=[C:7]([OH:9])[CH:8]=[C:3]([OH:2])[CH:4]=2)=[CH:16][CH:15]=1)[CH2:18][CH2:19][CH2:20][CH3:21]. The catalyst class is: 4. Reactant: C[O:2][C:3]1[CH:4]=[C:5]([C:11]2[CH:16]=[CH:15][C:14]([CH2:17][CH2:18][CH2:19][CH2:20][CH3:21])=[CH:13][CH:12]=2)[CH:6]=[C:7]([O:9]C)[CH:8]=1.B(Br)(Br)Br. (9) Reactant: [CH2:1]([N:8]1[CH2:12][CH2:11][C@@H:10]([NH:13][C:14]2[CH:19]=[CH:18][C:17](/[CH:20]=[CH:21]/[C:22](O)=[O:23])=[CH:16][CH:15]=2)[CH2:9]1)[C:2]1[CH:7]=[CH:6][CH:5]=[CH:4][CH:3]=1.[O:25]1[CH2:30][CH2:29][CH2:28][CH2:27][CH:26]1[O:31][NH2:32].C1C=CC2N(O)N=NC=2C=1.CCN=C=NCCCN(C)C. Product: [CH2:1]([N:8]1[CH2:12][CH2:11][C@@H:10]([NH:13][C:14]2[CH:15]=[CH:16][C:17](/[CH:20]=[CH:21]/[C:22]([NH:32][O:31][CH:26]3[CH2:27][CH2:28][CH2:29][CH2:30][O:25]3)=[O:23])=[CH:18][CH:19]=2)[CH2:9]1)[C:2]1[CH:3]=[CH:4][CH:5]=[CH:6][CH:7]=1. The catalyst class is: 18.